This data is from Reaction yield outcomes from USPTO patents with 853,638 reactions. The task is: Predict the reaction yield, written as a fraction of the theoretical maximum amount of product (1.0 means a 100% yield; for example, 0.34 means a 34% yield). (1) The reactants are [F:1][C:2]1[CH:3]=[C:4]([C:8]2[N:13]=[C:12]([CH3:14])[C:11]([C:15]([OH:17])=O)=[CH:10][N:9]=2)[CH:5]=[CH:6][CH:7]=1.CN(C=O)C.ClC(C(Cl)=O)=O.[NH2:29][N:30]1[C:38]2[C:33](=[CH:34][C:35]([F:39])=[CH:36][CH:37]=2)[C:32]([CH2:40][C:41]([CH3:44])([OH:43])[CH3:42])=[CH:31]1. The catalyst is C(Cl)Cl.CN(C1C=CN=CC=1)C.C([O-])([O-])=O.[Na+].[Na+].C1(C)C=CC=CC=1. The product is [F:39][C:35]1[CH:34]=[C:33]2[C:38](=[CH:37][CH:36]=1)[N:30]([NH:29][C:15]([C:11]1[C:12]([CH3:14])=[N:13][C:8]([C:4]3[CH:5]=[CH:6][CH:7]=[C:2]([F:1])[CH:3]=3)=[N:9][CH:10]=1)=[O:17])[CH:31]=[C:32]2[CH2:40][C:41]([OH:43])([CH3:42])[CH3:44]. The yield is 0.700. (2) The reactants are [Cl:1][C:2]1[C:3](Br)=[N:4][CH:5]=[C:6]([Br:8])[CH:7]=1.C([Li])CCC.CCCCCC.CN(C)[CH:23]=[O:24].[BH4-].[Na+].[Cl-].[NH4+]. The product is [Br:8][C:6]1[CH:7]=[C:2]([Cl:1])[C:3]([CH2:23][OH:24])=[N:4][CH:5]=1. The yield is 0.520. The catalyst is C1(C)C=CC=CC=1.CO.